Dataset: Full USPTO retrosynthesis dataset with 1.9M reactions from patents (1976-2016). Task: Predict the reactants needed to synthesize the given product. (1) Given the product [C:12]([C:7]1[O:8][C:9]2[C:4]([C:5](=[O:18])[CH:6]=1)=[CH:3][C:2]([Br:1])=[CH:11][CH:10]=2)(=[O:13])[CH3:19], predict the reactants needed to synthesize it. The reactants are: [Br:1][C:2]1[CH:3]=[C:4]2[C:9](=[CH:10][CH:11]=1)[O:8][C:7]([C:12](N(OC)C)=[O:13])=[CH:6][C:5]2=[O:18].[CH3:19][Mg]Br. (2) Given the product [N:6]1[N:7]2[CH:12]=[CH:11][CH:10]=[CH:9][C:8]2=[CH:13][C:5]=1[CH2:4][C:1]([OH:3])=[O:2], predict the reactants needed to synthesize it. The reactants are: [C:1]([CH2:4][C:5]1[C:13](C(O)=O)=[C:8]2[CH:9]=[CH:10][CH:11]=[CH:12][N:7]2[N:6]=1)([OH:3])=[O:2].OS(O)(=O)=O.[OH-].[Na+].